Dataset: Full USPTO retrosynthesis dataset with 1.9M reactions from patents (1976-2016). Task: Predict the reactants needed to synthesize the given product. (1) Given the product [CH2:21]([O:20][C:18](=[O:19])[CH2:17][NH:7][C:8]1[CH:13]=[CH:12][C:11]([OH:14])=[C:10]([CH3:15])[CH:9]=1)[CH3:22], predict the reactants needed to synthesize it. The reactants are: C(=O)([O-])[O-].[K+].[K+].[NH2:7][C:8]1[CH:9]=[C:10]([CH3:15])[C:11]([OH:14])=[CH:12][CH:13]=1.Br[CH2:17][C:18]([O:20][CH2:21][CH3:22])=[O:19].O. (2) Given the product [CH:1]1([NH:4][C:6]2[N:13]=[C:12]([C:14]([F:17])([F:15])[F:16])[CH:11]=[CH:10][C:7]=2[C:8]#[N:9])[CH2:3][CH2:2]1, predict the reactants needed to synthesize it. The reactants are: [CH:1]1([NH2:4])[CH2:3][CH2:2]1.Cl[C:6]1[N:13]=[C:12]([C:14]([F:17])([F:16])[F:15])[CH:11]=[CH:10][C:7]=1[C:8]#[N:9].C(O)C. (3) Given the product [NH2:1][C:4]1[CH:11]=[C:10]([C:12]([F:14])([F:15])[F:13])[C:9]([O:16][CH2:17][C:18]([F:19])([F:20])[F:21])=[CH:8][C:5]=1[C:6]#[N:7], predict the reactants needed to synthesize it. The reactants are: [N+:1]([C:4]1[CH:11]=[C:10]([C:12]([F:15])([F:14])[F:13])[C:9]([O:16][CH2:17][C:18]([F:21])([F:20])[F:19])=[CH:8][C:5]=1[C:6]#[N:7])([O-])=O. (4) Given the product [CH:10]([N:8]1[CH2:9][CH:6]([N:26]2[CH2:27][CH2:28][N:23]([C:33]([O:35][C:36]([CH3:37])([CH3:38])[CH3:39])=[O:34])[CH2:24][CH:25]2[C:29]([O:31][CH3:32])=[O:30])[CH2:7]1)([C:17]1[CH:22]=[CH:21][CH:20]=[CH:19][CH:18]=1)[C:11]1[CH:16]=[CH:15][CH:14]=[CH:13][CH:12]=1, predict the reactants needed to synthesize it. The reactants are: CS(O[CH:6]1[CH2:9][N:8]([CH:10]([C:17]2[CH:22]=[CH:21][CH:20]=[CH:19][CH:18]=2)[C:11]2[CH:16]=[CH:15][CH:14]=[CH:13][CH:12]=2)[CH2:7]1)(=O)=O.[N:23]1([C:33]([O:35][C:36]([CH3:39])([CH3:38])[CH3:37])=[O:34])[CH2:28][CH2:27][NH:26][CH:25]([C:29]([O:31][CH3:32])=[O:30])[CH2:24]1.C([O-])([O-])=O.[K+].[K+]. (5) Given the product [F:21][C:22]1[C:27]([O:28][CH3:29])=[CH:26][CH:25]=[CH:24][C:23]=1/[CH:30]=[CH:31]/[CH:32]=[C:8]([C:5]1[CH:6]=[CH:7][C:2]([F:1])=[C:3]([O:12][CH3:13])[CH:4]=1)[C:9]([OH:11])=[O:10], predict the reactants needed to synthesize it. The reactants are: [F:1][C:2]1[CH:7]=[CH:6][C:5]([CH2:8][C:9]([OH:11])=[O:10])=[CH:4][C:3]=1[O:12][CH3:13].C(N(CC)CC)C.[F:21][C:22]1[C:27]([O:28][CH3:29])=[CH:26][CH:25]=[CH:24][C:23]=1/[CH:30]=[CH:31]/[CH:32]=O.C(OC(=O)C)(=O)C.Cl. (6) Given the product [CH3:1][C:2]1[C:3]([CH2:9][N:10]([CH2:16][C:17]2[C:26]3[C:21](=[CH:22][CH:23]=[CH:24][CH:25]=3)[CH:20]=[CH:19][N:18]=2)[CH2:11][CH2:12][CH2:13][CH2:14][NH:15][C:36]([C:28]2[NH:27][C:31]3[CH:32]=[CH:33][CH:34]=[CH:35][C:30]=3[N:29]=2)=[O:37])=[N:4][CH:5]=[C:6]([CH3:8])[CH:7]=1, predict the reactants needed to synthesize it. The reactants are: [CH3:1][C:2]1[C:3]([CH2:9][N:10]([CH2:16][C:17]2[C:26]3[C:21](=[CH:22][CH:23]=[CH:24][CH:25]=3)[CH:20]=[CH:19][N:18]=2)[CH2:11][CH2:12][CH2:13][CH2:14][NH2:15])=[N:4][CH:5]=[C:6]([CH3:8])[CH:7]=1.[NH:27]1[C:31]2[CH:32]=[CH:33][CH:34]=[CH:35][C:30]=2[N:29]=[C:28]1[C:36](O)=[O:37].C1C=CC2N(O)N=NC=2C=1.CCN=C=NCCCN(C)C.CCN(C(C)C)C(C)C. (7) Given the product [CH:10]1([C:4]2[CH:3]=[C:2]([N:1]=[C:13]=[S:14])[CH:9]=[CH:8][C:5]=2[C:6]#[N:7])[CH2:11][CH2:12]1, predict the reactants needed to synthesize it. The reactants are: [NH2:1][C:2]1[CH:9]=[CH:8][C:5]([C:6]#[N:7])=[C:4]([CH:10]2[CH2:12][CH2:11]2)[CH:3]=1.[C:13](N1C=CN=C1)(N1C=CN=C1)=[S:14].